From a dataset of Catalyst prediction with 721,799 reactions and 888 catalyst types from USPTO. Predict which catalyst facilitates the given reaction. (1) Reactant: [Cl:1][C:2]1[CH:33]=[CH:32][CH:31]=[CH:30][C:3]=1[CH2:4][N:5]([CH3:29])[C:6]([C:8]1[N:9]=[N:10][N:11]([CH2:14][C:15]2[CH:20]=[C:19]([C:21]([F:24])([F:23])[F:22])[CH:18]=[C:17]([C:25]([F:28])([F:27])[F:26])[CH:16]=2)[C:12]=1Cl)=[O:7].[NH:34]1[CH2:39][CH2:38][O:37][CH2:36][CH2:35]1. Product: [Cl:1][C:2]1[CH:33]=[CH:32][CH:31]=[CH:30][C:3]=1[CH2:4][N:5]([CH3:29])[C:6]([C:8]1[N:9]=[N:10][N:11]([CH2:14][C:15]2[CH:20]=[C:19]([C:21]([F:23])([F:24])[F:22])[CH:18]=[C:17]([C:25]([F:26])([F:28])[F:27])[CH:16]=2)[C:12]=1[N:34]1[CH2:39][CH2:38][O:37][CH2:36][CH2:35]1)=[O:7]. The catalyst class is: 25. (2) Reactant: [Cl:1][C:2]1[CH:9]=[CH:8][C:5]([CH2:6]Cl)=[CH:4][CH:3]=1.[C:10]([N:12]=[C:13]([N:22]1[CH2:27][CH2:26][NH:25][CH:24]([C:28]2[CH:33]=[CH:32][CH:31]=[CH:30][CH:29]=2)[CH2:23]1)[NH:14][C:15]1[CH:20]=[CH:19][CH:18]=[CH:17][C:16]=1[CH3:21])#[N:11].C(N(CC)CC)C. Product: [Cl:1][C:2]1[CH:9]=[CH:8][C:5]([CH2:6][N:25]2[CH2:26][CH2:27][N:22]([C:13](=[N:12][C:10]#[N:11])[NH:14][C:15]3[CH:20]=[CH:19][CH:18]=[CH:17][C:16]=3[CH3:21])[CH2:23][CH:24]2[C:28]2[CH:33]=[CH:32][CH:31]=[CH:30][CH:29]=2)=[CH:4][CH:3]=1. The catalyst class is: 10. (3) Reactant: [F:1][C:2]([F:24])([F:23])[C:3]1[CH:8]=[CH:7][N:6]=[CH:5][C:4]=1[C:9]1[S:10][CH:11]=[C:12]([C:14]2[CH:22]=[CH:21][C:17]([C:18]([OH:20])=O)=[CH:16][CH:15]=2)[N:13]=1.C(Cl)(=O)C(Cl)=O.[NH3:31]. Product: [F:24][C:2]([F:1])([F:23])[C:3]1[CH:8]=[CH:7][N:6]=[CH:5][C:4]=1[C:9]1[S:10][CH:11]=[C:12]([C:14]2[CH:22]=[CH:21][C:17]([C:18]([NH2:31])=[O:20])=[CH:16][CH:15]=2)[N:13]=1. The catalyst class is: 213. (4) Reactant: [CH2:1]([N:8]1[CH2:13][CH2:12][CH2:11][C@H:10]([NH:14][CH3:15])[CH2:9]1)[C:2]1[CH:7]=[CH:6][CH:5]=[CH:4][CH:3]=1.Cl[C:17]1[N:22]=[CH:21][N:20]=[C:19]2[N:23]([CH2:26][O:27][CH2:28][CH2:29][Si:30]([CH3:33])([CH3:32])[CH3:31])[N:24]=[CH:25][C:18]=12.CCN(C(C)C)C(C)C. Product: [CH2:1]([N:8]1[CH2:13][CH2:12][CH2:11][C@H:10]([N:14]([CH3:15])[C:17]2[N:22]=[CH:21][N:20]=[C:19]3[N:23]([CH2:26][O:27][CH2:28][CH2:29][Si:30]([CH3:33])([CH3:32])[CH3:31])[N:24]=[CH:25][C:18]=23)[CH2:9]1)[C:2]1[CH:3]=[CH:4][CH:5]=[CH:6][CH:7]=1. The catalyst class is: 31. (5) Reactant: C1(C)C=CC(S(Cl)(=O)=O)=CC=1.[F:12][C:13]([F:28])([F:27])[O:14][C:15]1[CH:23]=[C:22]2[C:18]([C:19]([C:24]([OH:26])=[O:25])=[N:20][NH:21]2)=[CH:17][CH:16]=1.[N:29]12[CH2:36][CH2:35][CH:32]([CH2:33][CH2:34]1)[C@H:31](O)[CH2:30]2. Product: [F:28][C:13]([F:12])([F:27])[O:14][C:15]1[CH:23]=[C:22]2[C:18]([C:19]([C:24]([O:26][C@H:31]3[CH:32]4[CH2:35][CH2:36][N:29]([CH2:34][CH2:33]4)[CH2:30]3)=[O:25])=[N:20][NH:21]2)=[CH:17][CH:16]=1. The catalyst class is: 17. (6) Reactant: [NH2:1][CH2:2][C:3]1[CH:35]=[CH:34][C:6]([O:7][C:8]2[N:13]=[C:12]([CH3:14])[C:11]([CH2:15][N:16]3[CH2:21][CH2:20][CH:19]([N:22]4[C@H:26]([C:27]5[CH:32]=[CH:31][CH:30]=[CH:29][CH:28]=5)[CH2:25][O:24][C:23]4=[O:33])[CH2:18][CH2:17]3)=[CH:10][CH:9]=2)=[CH:5][CH:4]=1.CCN(CC)CC.[CH3:43][S:44](Cl)(=[O:46])=[O:45]. Product: [CH3:14][C:12]1[N:13]=[C:8]([O:7][C:6]2[CH:5]=[CH:4][C:3]([CH2:2][NH:1][S:44]([CH3:43])(=[O:46])=[O:45])=[CH:35][CH:34]=2)[CH:9]=[CH:10][C:11]=1[CH2:15][N:16]1[CH2:17][CH2:18][CH:19]([N:22]2[C@H:26]([C:27]3[CH:28]=[CH:29][CH:30]=[CH:31][CH:32]=3)[CH2:25][O:24][C:23]2=[O:33])[CH2:20][CH2:21]1. The catalyst class is: 2.